Dataset: Catalyst prediction with 721,799 reactions and 888 catalyst types from USPTO. Task: Predict which catalyst facilitates the given reaction. (1) Reactant: [C:1](Cl)(=O)[C:2]([Cl:4])=[O:3].[NH2:7][S:8]([C:11]1[C:12]([Cl:38])=[CH:13][C:14]([NH:31][CH2:32][C:33]2[O:34][CH:35]=[CH:36][CH:37]=2)=[C:15]([CH:30]=1)[C:16]([O:18][CH2:19][CH2:20][CH2:21][O:22][C:23](=[O:29])[CH2:24]CC(O)=O)=[O:17])(=[O:10])=[O:9]. Product: [NH2:7][S:8]([C:11]1[C:12]([Cl:38])=[CH:13][C:14]([NH:31][CH2:32][C:33]2[O:34][CH:35]=[CH:36][CH:37]=2)=[C:15]([CH:30]=1)[C:16]([O:18][CH2:19][CH2:20][CH2:21][O:22][C:23](=[O:29])[CH2:24][CH2:1][C:2]([Cl:4])=[O:3])=[O:17])(=[O:9])=[O:10]. The catalyst class is: 4. (2) Reactant: [F:1][C:2]([F:20])([F:19])[C:3](=O)[CH2:4][C:5]([C:7]1[CH:17]=[CH:16][C:10]2[O:11][CH2:12][C:13](=[O:15])[NH:14][C:9]=2[CH:8]=1)=O.[Cl:21][C:22]1[CH:23]=[CH:24][C:25]([F:30])=[C:26]([NH:28][NH2:29])[CH:27]=1. Product: [Cl:21][C:22]1[CH:23]=[CH:24][C:25]([F:30])=[C:26]([N:28]2[C:5]([C:7]3[CH:17]=[CH:16][C:10]4[O:11][CH2:12][C:13](=[O:15])[NH:14][C:9]=4[CH:8]=3)=[CH:4][C:3]([C:2]([F:20])([F:19])[F:1])=[N:29]2)[CH:27]=1. The catalyst class is: 66. (3) Reactant: Cl[C:2]1[N:7]=[C:6]([O:8][CH3:9])[N:5]=[C:4]([NH:10][CH2:11][CH2:12][C:13]2[CH:18]=[CH:17][C:16]([Cl:19])=[CH:15][C:14]=2[Cl:20])[CH:3]=1.[F:21][C:22]1[CH:27]=[CH:26][C:25]([C:28]([CH3:33])([CH3:32])[C:29]([OH:31])=[O:30])=[CH:24][C:23]=1B1OC(C)(C)C(C)(C)O1.C([O-])([O-])=O.[Cs+].[Cs+].COCCOC. Product: [Cl:20][C:14]1[CH:15]=[C:16]([Cl:19])[CH:17]=[CH:18][C:13]=1[CH2:12][CH2:11][NH:10][C:4]1[N:5]=[C:6]([O:8][CH3:9])[N:7]=[C:2]([C:27]2[CH:26]=[C:25]([C:28]([CH3:33])([CH3:32])[C:29]([OH:31])=[O:30])[CH:24]=[CH:23][C:22]=2[F:21])[CH:3]=1. The catalyst class is: 257.